Dataset: Full USPTO retrosynthesis dataset with 1.9M reactions from patents (1976-2016). Task: Predict the reactants needed to synthesize the given product. (1) The reactants are: NN.[CH2:3]([O:28][C:29]1[CH:34]=[C:33]([O:35][CH3:36])[C:32]([C:37]([N:39]2[CH2:43][C:42](=[CH2:44])[CH2:41][C@H:40]2[CH2:45][OH:46])=[O:38])=[CH:31][C:30]=1[N+:47]([O-])=O)[CH2:4][CH2:5][O:6][C:7]1[CH:12]=[C:11]([O:13][CH3:14])[C:10]([C:15]([N:17]2[CH2:21][C:20](=[CH2:22])[CH2:19][CH:18]2[CH2:23][OH:24])=[O:16])=[CH:9][C:8]=1[N+:25]([O-])=O.C(Cl)(Cl)Cl.CO. Given the product [CH2:5]([O:6][C:7]1[CH:12]=[C:11]([O:13][CH3:14])[C:10]([C:15]([N:17]2[CH2:21][C@@H:20]([CH3:22])[CH2:19][C@H:18]2[CH2:23][OH:24])=[O:16])=[CH:9][C:8]=1[NH2:25])[CH2:4][CH2:3][O:28][C:29]1[CH:34]=[C:33]([O:35][CH3:36])[C:32]([C:37]([N:39]2[CH2:43][CH:42]([CH3:44])[CH2:41][CH:40]2[CH2:45][OH:46])=[O:38])=[CH:31][C:30]=1[NH2:47], predict the reactants needed to synthesize it. (2) Given the product [CH2:1]([O:3][C:4]([C:6]1[CH:7]([C:18]([F:21])([F:20])[F:19])[O:8][C:9]2[C:14]([CH:15]=1)=[CH:13][C:12]([Cl:16])=[CH:11][C:10]=2[C:30]#[C:29][C:25]1[CH:26]=[CH:27][CH:28]=[C:23]([F:22])[CH:24]=1)=[O:5])[CH3:2], predict the reactants needed to synthesize it. The reactants are: [CH2:1]([O:3][C:4]([C:6]1[CH:7]([C:18]([F:21])([F:20])[F:19])[O:8][C:9]2[C:14]([CH:15]=1)=[CH:13][C:12]([Cl:16])=[CH:11][C:10]=2I)=[O:5])[CH3:2].[F:22][C:23]1[CH:24]=[C:25]([C:29]#[CH:30])[CH:26]=[CH:27][CH:28]=1.